This data is from Full USPTO retrosynthesis dataset with 1.9M reactions from patents (1976-2016). The task is: Predict the reactants needed to synthesize the given product. (1) Given the product [Br:18][C:9]1[CH:8]=[C:7]([C:19]2[CH:24]=[CH:23][CH:22]=[CH:21][CH:20]=2)[C:6]([O:5][CH2:4][C:3]([OH:25])=[O:2])=[C:11]([C:12]2[CH:13]=[CH:14][CH:15]=[CH:16][CH:17]=2)[CH:10]=1, predict the reactants needed to synthesize it. The reactants are: C[O:2][C:3](=[O:25])[CH2:4][O:5][C:6]1[C:11]([C:12]2[CH:17]=[CH:16][CH:15]=[CH:14][CH:13]=2)=[CH:10][C:9]([Br:18])=[CH:8][C:7]=1[C:19]1[CH:24]=[CH:23][CH:22]=[CH:21][CH:20]=1.[K+].[Br-]. (2) Given the product [Cl:18][C:8]([C:7]1[C:6]([CH3:15])=[C:5]([O:4][C:1](=[O:3])[CH3:2])[CH:13]=[CH:12][C:11]=1[CH3:14])=[O:9], predict the reactants needed to synthesize it. The reactants are: [C:1]([O:4][C:5]1[C:6]([CH3:15])=[C:7]([C:11]([CH3:14])=[CH:12][CH:13]=1)[C:8](O)=[O:9])(=[O:3])[CH3:2].O=S(Cl)[Cl:18]. (3) Given the product [Br:2][C:3]1[CH:4]=[CH:5][C:6]([C:9](=[O:37])[CH2:10][N:11]2[C:15]([CH3:16])=[CH:14][N:13]=[C:12]2[CH3:36])=[N:7][CH:8]=1, predict the reactants needed to synthesize it. The reactants are: [Br-].[Br:2][C:3]1[CH:4]=[CH:5][C:6]([C:9](=[O:37])[CH2:10][N:11]2[C:15]([CH3:16])=[CH:14][N+:13](C(C3C=CC=CC=3)(C3C=CC=CC=3)C3C=CC=CC=3)=[C:12]2[CH3:36])=[N:7][CH:8]=1.FC(F)(F)C(O)=O. (4) Given the product [C:1]([C:3]1[CH:8]=[CH:7][N:6]=[C:5]([O:9][C:10]2[CH:11]=[C:12]([CH3:26])[C:13]3[CH:17]([CH2:18][C:19]([OH:21])=[O:20])[O:16][B:15]([OH:24])[C:14]=3[CH:25]=2)[CH:4]=1)(=[O:27])[NH2:2], predict the reactants needed to synthesize it. The reactants are: [C:1]([C:3]1[CH:8]=[CH:7][N:6]=[C:5]([O:9][C:10]2[CH:11]=[C:12]([CH3:26])[C:13]3[CH:17]([CH2:18][C:19]([O:21]CC)=[O:20])[O:16][B:15]([OH:24])[C:14]=3[CH:25]=2)[CH:4]=1)#[N:2].[OH-:27].[Na+]. (5) Given the product [F:1][C:2]1[CH:3]=[C:4]([C:5]([CH:7]2[CH2:10][N:9]([C:11]([O:13][C:14]([CH3:15])([CH3:16])[CH3:17])=[O:12])[CH2:8]2)([OH:6])[C:22]([CH3:25])([CH3:24])[CH3:23])[CH:18]=[C:19]([F:21])[CH:20]=1, predict the reactants needed to synthesize it. The reactants are: [F:1][C:2]1[CH:3]=[C:4]([CH:18]=[C:19]([F:21])[CH:20]=1)[C:5]([CH:7]1[CH2:10][N:9]([C:11]([O:13][C:14]([CH3:17])([CH3:16])[CH3:15])=[O:12])[CH2:8]1)=[O:6].[C:22]([Mg]Cl)([CH3:25])([CH3:24])[CH3:23].[NH4+].[Cl-].